From a dataset of Catalyst prediction with 721,799 reactions and 888 catalyst types from USPTO. Predict which catalyst facilitates the given reaction. (1) Product: [CH3:10][C:9]([CH3:11])=[CH:8][CH2:7][CH2:6][CH2:5][CH2:4][CH2:3][OH:2]. The catalyst class is: 11. Reactant: C[O:2][C:3](=O)[CH2:4][CH2:5][CH2:6][CH2:7][CH:8]=[C:9]([CH3:11])[CH3:10].CC(C[AlH]CC(C)C)C. (2) Reactant: C([O:3][P:4]([C:9]1[CH:14]=[CH:13][CH:12]=[CH:11][C:10]=1[NH:15][C:16]([NH:18][C:19]1[CH:24]=[CH:23][C:22]([Cl:25])=[C:21]([C:26]([F:29])([F:28])[F:27])[CH:20]=1)=[O:17])(=[O:8])[O:5]CC)C.C[Si](Br)(C)C. Product: [Cl:25][C:22]1[CH:23]=[CH:24][C:19]([NH:18][C:16](=[O:17])[NH:15][C:10]2[CH:11]=[CH:12][CH:13]=[CH:14][C:9]=2[P:4](=[O:3])([OH:5])[OH:8])=[CH:20][C:21]=1[C:26]([F:29])([F:27])[F:28]. The catalyst class is: 4. (3) Reactant: [O:1]1[C:10]2[CH:9]=[C:8]([CH2:11][N:12]([CH:20]3[CH2:25][CH2:24][N:23]([CH2:26][CH2:27][N:28]4[C:37]5[C:32](=[N:33][C:34]([CH3:39])=[C:35]([F:38])[CH:36]=5)[CH:31]=[CH:30][C:29]4=[O:40])[CH2:22][CH2:21]3)C(=O)OC(C)(C)C)[N:7]=[CH:6][C:5]=2[O:4][CH2:3][CH2:2]1.[ClH:41]. Product: [ClH:41].[O:1]1[C:10]2[CH:9]=[C:8]([CH2:11][NH:12][CH:20]3[CH2:25][CH2:24][N:23]([CH2:26][CH2:27][N:28]4[C:37]5[C:32](=[N:33][C:34]([CH3:39])=[C:35]([F:38])[CH:36]=5)[CH:31]=[CH:30][C:29]4=[O:40])[CH2:22][CH2:21]3)[N:7]=[CH:6][C:5]=2[O:4][CH2:3][CH2:2]1. The catalyst class is: 32. (4) Reactant: [F:1][CH:2]([F:25])[O:3][C:4]1[CH:13]=[CH:12][CH:11]=[C:10]2[C:5]=1[C:6]1[CH:19]=[CH:18][C:17]([NH:20][S:21]([CH3:24])(=[O:23])=[O:22])=[CH:16][C:7]=1[CH:8](OC)[O:9]2.[Br-].[Br:27][C:28]1[S:32][C:31]([Zn+])=[CH:30][CH:29]=1.C([O-])(O)=O.[Na+]. Product: [Br:27][C:28]1[S:32][C:31]([CH:8]2[C:7]3[CH:16]=[C:17]([NH:20][S:21]([CH3:24])(=[O:22])=[O:23])[CH:18]=[CH:19][C:6]=3[C:5]3[C:10](=[CH:11][CH:12]=[CH:13][C:4]=3[O:3][CH:2]([F:25])[F:1])[O:9]2)=[CH:30][CH:29]=1. The catalyst class is: 4. (5) Reactant: [CH:1]1N=C[N:3]([C:6]([N:8]2C=N[CH:10]=[CH:9]2)=[O:7])[CH:2]=1.[N+:13]([C:16]1[CH:23]=[CH:22]C(CN)=[CH:18][CH:17]=1)([O-:15])=[O:14].NC1[CH:33]=[CH:32][C:28]([C:29]([OH:31])=[O:30])=[CH:27][CH:26]=1. Product: [N+:13]([C:16]1[CH:17]=[CH:18][C:10]([CH2:9][NH:8][C:6](=[O:7])[NH:3][CH2:2][C:1]2[CH:33]=[CH:32][C:28]([C:29]([OH:31])=[O:30])=[CH:27][CH:26]=2)=[CH:22][CH:23]=1)([O-:15])=[O:14]. The catalyst class is: 74. (6) Reactant: [C:1]([OH:9])(=[O:8])[C:2]([CH2:4][C:5]([OH:7])=O)=[CH2:3].[N:10]1([C:16]2[CH:22]=[CH:21][C:19]([NH2:20])=[CH:18][CH:17]=2)[CH2:15][CH2:14][O:13][CH2:12][CH2:11]1. Product: [N:10]1([C:16]2[CH:17]=[CH:18][C:19]([N:20]3[C:5](=[O:7])[CH2:4][CH:2]([C:1]([OH:9])=[O:8])[CH2:3]3)=[CH:21][CH:22]=2)[CH2:11][CH2:12][O:13][CH2:14][CH2:15]1. The catalyst class is: 229. (7) Reactant: CC1(C)O[C:6](=[O:8])[C:5](=[CH:9][NH:10][C:11]2[CH:16]=[CH:15][C:14]([O:17][C:18](=[O:20])[CH3:19])=[C:13]([O:21][CH3:22])[CH:12]=2)C(=O)O1.C1(OC2C=CC=CC=2)C=CC=CC=1.C1(C2C=CC=CC=2)C=CC=CC=1. Product: [CH3:22][O:21][C:13]1[CH:12]=[C:11]2[C:16]([C:6](=[O:8])[CH:5]=[CH:9][NH:10]2)=[CH:15][C:14]=1[O:17][C:18](=[O:20])[CH3:19]. The catalyst class is: 194. (8) Reactant: [C:1]([N:5]1[C:9](=[O:10])[C:8]([NH:11][CH2:12][CH2:13][CH2:14][OH:15])=[C:7]([C:16]2[CH:21]=[CH:20][CH:19]=[CH:18][CH:17]=2)[S:6]1(=[O:23])=[O:22])([CH3:4])([CH3:3])[CH3:2].[CH3:24][C:25]1[CH:30]=[CH:29][C:28]([S:31](Cl)(=[O:33])=[O:32])=[CH:27][CH:26]=1.C([O-])([O-])=O.[Na+].[Na+]. Product: [CH3:24][C:25]1[CH:30]=[CH:29][C:28]([S:31]([O:15][CH2:14][CH2:13][CH2:12][NH:11][C:8]2[C:9](=[O:10])[N:5]([C:1]([CH3:4])([CH3:2])[CH3:3])[S:6](=[O:22])(=[O:23])[C:7]=2[C:16]2[CH:17]=[CH:18][CH:19]=[CH:20][CH:21]=2)(=[O:33])=[O:32])=[CH:27][CH:26]=1. The catalyst class is: 79. (9) Reactant: C(N(CC)CC)C.C(OC(Cl)=O)C(C)C.[CH3:16][O:17][CH2:18][O:19][C:20]1[CH:25]=[C:24]([O:26][CH2:27][O:28][CH3:29])[CH:23]=[CH:22][C:21]=1[CH:30]1[CH2:35][CH2:34][CH2:33][CH:32]([C:36]([OH:38])=O)[CH2:31]1.[NH2:39][OH:40]. Product: [CH3:16][O:17][CH2:18][O:19][C:20]1[CH:25]=[C:24]([O:26][CH2:27][O:28][CH3:29])[CH:23]=[CH:22][C:21]=1[CH:30]1[CH2:35][CH2:34][CH2:33][CH:32]([C:36]([NH:39][OH:40])=[O:38])[CH2:31]1. The catalyst class is: 7. (10) Reactant: C([O:8][C:9]1[CH:17]=[C:16]2[C:12]([C:13]([C:19]3[N:27]([S:28]([C:31]4[CH:36]=[CH:35][C:34]([CH3:37])=[CH:33][CH:32]=4)(=[O:30])=[O:29])[C:22]4=[N:23][CH:24]=[CH:25][CH:26]=[C:21]4[CH:20]=3)=[CH:14][N:15]2[CH3:18])=[CH:11][C:10]=1[O:38][CH3:39])C1C=CC=CC=1.I[Si](C)(C)C. Product: [OH:8][C:9]1[CH:17]=[C:16]2[C:12]([C:13]([C:19]3[N:27]([S:28]([C:31]4[CH:36]=[CH:35][C:34]([CH3:37])=[CH:33][CH:32]=4)(=[O:30])=[O:29])[C:22]4=[N:23][CH:24]=[CH:25][CH:26]=[C:21]4[CH:20]=3)=[CH:14][N:15]2[CH3:18])=[CH:11][C:10]=1[O:38][CH3:39]. The catalyst class is: 10.